From a dataset of Full USPTO retrosynthesis dataset with 1.9M reactions from patents (1976-2016). Predict the reactants needed to synthesize the given product. (1) Given the product [NH2:6][C:7]1[C:8]([N+:17]([O-:19])=[O:18])=[C:9]([CH:13]=[C:14]([Cl:16])[CH:15]=1)[C:10]([O:12][CH3:20])=[O:11], predict the reactants needed to synthesize it. The reactants are: OS(O)(=O)=O.[NH2:6][C:7]1[C:8]([N+:17]([O-:19])=[O:18])=[C:9]([CH:13]=[C:14]([Cl:16])[CH:15]=1)[C:10]([OH:12])=[O:11].[C:20]([O-])([O-])=O.[Na+].[Na+]. (2) Given the product [OH:4][CH2:5][C:6]1[N:11]=[C:10]([C:12]2[CH:25]=[CH:24][C:23]3[C:14](=[C:15]4[C:20](=[CH:21][CH:22]=3)[CH:19]=[CH:18][C:17]([C:26]3[CH:31]=[CH:30][CH:29]=[C:28]([CH2:32][OH:33])[N:27]=3)=[N:16]4)[N:13]=2)[CH:9]=[CH:8][CH:7]=1, predict the reactants needed to synthesize it. The reactants are: COC[O:4][CH2:5][C:6]1[N:11]=[C:10]([C:12]2[CH:25]=[CH:24][C:23]3[C:14](=[C:15]4[C:20](=[CH:21][CH:22]=3)[CH:19]=[CH:18][C:17]([C:26]3[CH:31]=[CH:30][CH:29]=[C:28]([CH2:32][O:33]COC)[N:27]=3)=[N:16]4)[N:13]=2)[CH:9]=[CH:8][CH:7]=1.Cl. (3) Given the product [Cl:1][C:2]1[CH:7]=[C:6]([S:19][CH2:20][CH2:21][OH:22])[CH:5]=[CH:4][C:3]=1[NH:9][C:10](=[O:18])[C@:11]([OH:17])([CH3:16])[C:12]([F:15])([F:14])[F:13], predict the reactants needed to synthesize it. The reactants are: [Cl:1][C:2]1[CH:7]=[C:6](I)[CH:5]=[CH:4][C:3]=1[NH:9][C:10](=[O:18])[C@:11]([OH:17])([CH3:16])[C:12]([F:15])([F:14])[F:13].[SH:19][CH2:20][CH2:21][OH:22].C[O-].[Na+]. (4) Given the product [C:18]1(/[CH:17]=[CH:16]/[C:15]2[O:24][CH:7]=[C:8]([C:9]([O:11][CH2:12][CH3:13])=[O:10])[N:25]=2)[CH:23]=[CH:22][CH:21]=[CH:20][CH:19]=1, predict the reactants needed to synthesize it. The reactants are: C(=O)([O-])O.[Na+].Br[CH2:7][C:8](=O)[C:9]([O:11][CH2:12][CH3:13])=[O:10].[C:15]([NH2:25])(=[O:24])[CH:16]=[CH:17][C:18]1[CH:23]=[CH:22][CH:21]=[CH:20][CH:19]=1.FC(F)(F)C(OC(=O)C(F)(F)F)=O.